This data is from Catalyst prediction with 721,799 reactions and 888 catalyst types from USPTO. The task is: Predict which catalyst facilitates the given reaction. (1) Product: [F:13][C:14]1([F:20])[CH2:19][CH2:18][N:17]([C:2]2[CH:3]=[C:4]([CH:9]=[CH:10][CH:11]=2)[C:5]([O:7][CH3:8])=[O:6])[CH2:16][CH2:15]1. Reactant: Br[C:2]1[CH:3]=[C:4]([CH:9]=[CH:10][CH:11]=1)[C:5]([O:7][CH3:8])=[O:6].Cl.[F:13][C:14]1([F:20])[CH2:19][CH2:18][NH:17][CH2:16][CH2:15]1.C1(P(C2C=CC=CC=2)C2C3OC4C(=CC=CC=4P(C4C=CC=CC=4)C4C=CC=CC=4)C(C)(C)C=3C=CC=2)C=CC=CC=1.C(=O)([O-])[O-].[Cs+].[Cs+]. The catalyst class is: 160. (2) The catalyst class is: 27. Product: [N:1]1[CH:2]=[CH:3][C:4]([N:7]2[CH2:12][CH2:11][N:10]([CH2:13][CH2:14][NH2:15])[CH2:9][CH2:8]2)=[CH:5][CH:6]=1. Reactant: [N:1]1[CH:6]=[CH:5][C:4]([N:7]2[CH2:12][CH2:11][N:10]([CH2:13][CH2:14][N:15]3C(=O)C4C(=CC=CC=4)C3=O)[CH2:9][CH2:8]2)=[CH:3][CH:2]=1.C(O)C.O.O.NN. (3) Reactant: [OH:1][C:2]1[CH:7]=[CH:6][C:5]([O:8][CH2:9][C:10]2[CH:15]=[CH:14][CH:13]=[CH:12][CH:11]=2)=[CH:4][C:3]=1[C:16](=[O:18])[CH3:17].[N+:19]([O-])([OH:21])=[O:20]. Product: [OH:1][C:2]1[C:7]([N+:19]([O-:21])=[O:20])=[CH:6][C:5]([O:8][CH2:9][C:10]2[CH:15]=[CH:14][CH:13]=[CH:12][CH:11]=2)=[CH:4][C:3]=1[C:16](=[O:18])[CH3:17]. The catalyst class is: 15. (4) Reactant: BrCCCCC(C)(C1C=CC(C)=CC=1)CO.[Br:17][CH2:18][CH2:19][CH2:20][CH2:21][CH2:22][C:23]([CH3:30])([CH3:29])[C:24](OCC)=[O:25].[Li+].[BH4-].CO. Product: [Br:17][CH2:18][CH2:19][CH2:20][CH2:21][CH2:22][C:23]([CH3:30])([CH3:29])[CH2:24][OH:25]. The catalyst class is: 2. (5) Reactant: F[C:2]1[CH:3]=[CH:4][C:5]([N+:9]([O-:11])=[O:10])=[C:6]([NH2:8])[CH:7]=1.C(N(CC)CC)C.[CH3:19][N:20]1[CH2:25][CH2:24][NH:23][CH2:22][CH2:21]1. Product: [CH3:19][N:20]1[CH2:25][CH2:24][N:23]([C:2]2[CH:3]=[CH:4][C:5]([N+:9]([O-:11])=[O:10])=[C:6]([NH2:8])[CH:7]=2)[CH2:22][CH2:21]1. The catalyst class is: 12.